From a dataset of Reaction yield outcomes from USPTO patents with 853,638 reactions. Predict the reaction yield, written as a fraction of the theoretical maximum amount of product (1.0 means a 100% yield; for example, 0.34 means a 34% yield). (1) The reactants are [Br:1][C:2]1[CH:3]=[CH:4][C:5]([F:20])=[C:6]([C@@:8]2([CH3:19])[NH:13][C:12](=O)[C:11]([CH3:16])([CH3:15])[S:10](=[O:18])(=[O:17])[CH2:9]2)[CH:7]=1.COC1C=CC(P2(SP(C3C=CC(OC)=CC=3)(=S)S2)=[S:30])=CC=1.C([O-])(O)=O.[Na+]. The catalyst is O1CCOCC1. The product is [Br:1][C:2]1[CH:3]=[CH:4][C:5]([F:20])=[C:6]([C@@:8]2([CH3:19])[NH:13][C:12](=[S:30])[C:11]([CH3:16])([CH3:15])[S:10](=[O:18])(=[O:17])[CH2:9]2)[CH:7]=1. The yield is 0.889. (2) The catalyst is C1COCC1.O.O.CN(C=O)C. The reactants are CO[C:3](=[O:18])[C:4]1[CH:9]=[CH:8][CH:7]=[CH:6][C:5]=1[O:10][CH2:11][CH2:12][N:13]1[CH2:17][CH2:16][CH2:15][CH2:14]1.[OH-].[Li+].Cl.[NH:22]1[C:26]2[CH:27]=[CH:28][CH:29]=[CH:30][C:25]=2[N:24]=[C:23]1[C:31]1[C:35]([NH2:36])=[CH:34][NH:33][N:32]=1.C(Cl)CCl.C1C=CC2N(O)N=NC=2C=1. The product is [NH:24]1[C:25]2[CH:30]=[CH:29][CH:28]=[CH:27][C:26]=2[N:22]=[C:23]1[C:31]1[C:35]([NH:36][C:3](=[O:18])[C:4]2[CH:9]=[CH:8][CH:7]=[CH:6][C:5]=2[O:10][CH2:11][CH2:12][N:13]2[CH2:14][CH2:15][CH2:16][CH2:17]2)=[CH:34][NH:33][N:32]=1. The yield is 0.300. (3) The reactants are Cl.O1CCOCC1.C(OC([N:15]1[CH2:20][CH:19]=[C:18]([C:21]2[CH:26]=[CH:25][C:24]([C:27]3[N:32]=[CH:31][CH:30]=[CH:29][N:28]=3)=[CH:23][N:22]=2)[CH2:17][CH2:16]1)=O)(C)(C)C.O.[OH-].[Na+]. The catalyst is C(Cl)Cl. The product is [N:28]1[CH:29]=[CH:30][CH:31]=[N:32][C:27]=1[C:24]1[CH:25]=[CH:26][C:21]([C:18]2[CH2:19][CH2:20][NH:15][CH2:16][CH:17]=2)=[N:22][CH:23]=1. The yield is 1.00.